This data is from Reaction yield outcomes from USPTO patents with 853,638 reactions. The task is: Predict the reaction yield, written as a fraction of the theoretical maximum amount of product (1.0 means a 100% yield; for example, 0.34 means a 34% yield). (1) The reactants are I[C:2]1[CH:8]=[CH:7][CH:6]=[CH:5][C:3]=1[NH2:4].C([Sn](CCCC)(CCCC)[C:14]1[O:15][CH:16]=[CH:17][N:18]=1)CCC. The catalyst is O1CCOCC1.C1C=CC([P]([Pd]([P](C2C=CC=CC=2)(C2C=CC=CC=2)C2C=CC=CC=2)([P](C2C=CC=CC=2)(C2C=CC=CC=2)C2C=CC=CC=2)[P](C2C=CC=CC=2)(C2C=CC=CC=2)C2C=CC=CC=2)(C2C=CC=CC=2)C2C=CC=CC=2)=CC=1. The product is [O:15]1[CH:16]=[CH:17][N:18]=[C:14]1[C:2]1[CH:8]=[CH:7][CH:6]=[CH:5][C:3]=1[NH2:4]. The yield is 0.800. (2) The reactants are [Li]CCCC.C(NC(C)C)(C)C.[Br:13][C:14]1[CH:18]=[CH:17][S:16][C:15]=1[Cl:19].CN([CH:23]=[O:24])C. The catalyst is C1COCC1. The product is [Br:13][C:14]1[CH:18]=[C:17]([CH:23]=[O:24])[S:16][C:15]=1[Cl:19]. The yield is 0.540. (3) The product is [F:1][C:2]1[CH:8]=[CH:7][CH:6]=[C:5]([F:9])[C:3]=1[NH:4][CH:10]=[N:23][C:22]1[C:24]([CH3:29])=[CH:25][C:26]([CH3:28])=[CH:27][C:21]=1[CH3:20]. The reactants are [F:1][C:2]1[CH:8]=[CH:7][CH:6]=[C:5]([F:9])[C:3]=1[NH2:4].[CH:10](OCC)(OCC)OCC.[CH3:20][C:21]1[CH:27]=[C:26]([CH3:28])[CH:25]=[C:24]([CH3:29])[C:22]=1[NH2:23]. The yield is 0.650. The catalyst is C(O)(=O)C. (4) The reactants are C(O)(C(F)(F)F)=O.[N:8]([CH2:11][C@H:12]1[O:16][C:15](=[O:17])[N:14]([C:18]2[CH:23]=[CH:22][C:21]([C:24]([O:26]C(C)(C)C)=[O:25])=[C:20]([F:31])[CH:19]=2)[CH2:13]1)=[N+:9]=[N-:10]. The catalyst is C(Cl)Cl. The product is [N:8]([CH2:11][C@H:12]1[O:16][C:15](=[O:17])[N:14]([C:18]2[CH:23]=[CH:22][C:21]([C:24]([OH:26])=[O:25])=[C:20]([F:31])[CH:19]=2)[CH2:13]1)=[N+:9]=[N-:10]. The yield is 0.990.